This data is from Catalyst prediction with 721,799 reactions and 888 catalyst types from USPTO. The task is: Predict which catalyst facilitates the given reaction. Reactant: C(OC([N:8]1[C@H:17]([C:18](=[O:40])[NH:19][C@H:20]([C:36]([O:38][CH3:39])=[O:37])[CH2:21][C:22]2[CH:27]=[CH:26][C:25]([C:28]3[CH:33]=[CH:32][N:31]=[C:30]([CH3:34])[C:29]=3[CH3:35])=[CH:24][CH:23]=2)[CH2:16][C:15]2[CH:14]=[C:13]3[O:41][CH2:42][C@H:43]([C:45]4[CH:50]=[CH:49][CH:48]=[C:47]([O:51][CH2:52][C:53]5[CH:58]=[CH:57][C:56]([Cl:59])=[C:55]([Cl:60])[CH:54]=5)[CH:46]=4)[O:44][C:12]3=[CH:11][C:10]=2[CH2:9]1)=O)(C)(C)C.Cl. Product: [CH3:39][O:38][C:36](=[O:37])[C@@H:20]([NH:19][C:18]([C@@H:17]1[CH2:16][C:15]2[CH:14]=[C:13]3[O:41][CH2:42][C@H:43]([C:45]4[CH:50]=[CH:49][CH:48]=[C:47]([O:51][CH2:52][C:53]5[CH:58]=[CH:57][C:56]([Cl:59])=[C:55]([Cl:60])[CH:54]=5)[CH:46]=4)[O:44][C:12]3=[CH:11][C:10]=2[CH2:9][NH:8]1)=[O:40])[CH2:21][C:22]1[CH:27]=[CH:26][C:25]([C:28]2[CH:33]=[CH:32][N:31]=[C:30]([CH3:34])[C:29]=2[CH3:35])=[CH:24][CH:23]=1. The catalyst class is: 2.